This data is from Forward reaction prediction with 1.9M reactions from USPTO patents (1976-2016). The task is: Predict the product of the given reaction. (1) Given the reactants Br[C:2]1[CH:7]=[C:6]([O:8][CH3:9])[C:5](Br)=[CH:4][C:3]=1[O:11][CH3:12].[C:13]([Cu])#[N:14].[H-].[H-].[H-].[H-].[Li+].[Al+3].[CH3:22][N:23]1CCCC1=O, predict the reaction product. The product is: [NH2:23][CH2:22][C:2]1[CH:7]=[C:6]([O:8][CH3:9])[C:5]([CH2:13][NH2:14])=[CH:4][C:3]=1[O:11][CH3:12]. (2) Given the reactants [NH2:1][CH:2]([C:4]([OH:6])=O)[CH3:3].[CH2:7](N(CC)CC)[CH3:8].C[Si](Cl)(C)C.[CH2:19]([CH:21](CC)[C:22](Cl)=[O:23])[CH3:20].[OH-:27].[Na+], predict the reaction product. The product is: [CH3:7][CH2:8][C:2]([NH:1][C:22](=[O:23])[CH2:21][CH2:19][CH3:20])([CH3:3])[C:4]([OH:6])=[O:27].